Dataset: Forward reaction prediction with 1.9M reactions from USPTO patents (1976-2016). Task: Predict the product of the given reaction. (1) Given the reactants [C:1]([O:5][C:6]([N:8]1[C@H:13]([C:14](O)=O)[CH:12]2[CH2:17][CH2:18][CH:9]1[CH2:10][CH2:11]2)=[O:7])([CH3:4])([CH3:3])[CH3:2].C(N(CC)CC)C.ClC(OCC(C)C)=O.[NH2:34][C:35]1[CH:39]=[C:38]([Br:40])[S:37][C:36]=1[C:41]([NH2:43])=[O:42], predict the reaction product. The product is: [Br:40][C:38]1[S:37][C:36]2[C:41](=[O:42])[NH:43][C:14]([C@@H:13]3[CH:12]4[CH2:17][CH2:18][CH:9]([CH2:10][CH2:11]4)[N:8]3[C:6]([O:5][C:1]([CH3:4])([CH3:3])[CH3:2])=[O:7])=[N:34][C:35]=2[CH:39]=1. (2) Given the reactants C([O:8][C:9]1[CH:10]=[C:11]([CH:28]=[CH:29][CH:30]=1)[O:12][C:13]1[CH:14]=[C:15]([CH3:27])[C:16]2[CH:20]([CH2:21][C:22]([OH:24])=[O:23])[O:19][B:18]([OH:25])[C:17]=2[CH:26]=1)C1C=CC=CC=1, predict the reaction product. The product is: [OH:25][B:18]1[C:17]2[CH:26]=[C:13]([O:12][C:11]3[CH:28]=[CH:29][CH:30]=[C:9]([OH:8])[CH:10]=3)[CH:14]=[C:15]([CH3:27])[C:16]=2[CH:20]([CH2:21][C:22]([OH:24])=[O:23])[O:19]1.